This data is from Forward reaction prediction with 1.9M reactions from USPTO patents (1976-2016). The task is: Predict the product of the given reaction. (1) Given the reactants O.[OH-].[Li+].O.[CH3:5][N:6]([CH2:14][C:15]1[CH:20]=[CH:19][CH:18]=[C:17]([C:21]([O:23]C)=[O:22])[CH:16]=1)[C:7](=[O:13])[O:8][C:9]([CH3:12])([CH3:11])[CH3:10], predict the reaction product. The product is: [C:21]([C:17]1[CH:16]=[C:15]([CH:20]=[CH:19][CH:18]=1)[CH2:14][N:6]([CH3:5])[C:7](=[O:13])[O:8][C:9]([CH3:11])([CH3:12])[CH3:10])([OH:23])=[O:22]. (2) Given the reactants [CH3:1][S:2]([NH2:5])(=[O:4])=[O:3].C1(P(C2CCCCC2)C2C=CC=CC=2C2C(C(C)C)=CC(C(C)C)=CC=2C(C)C)CCCCC1.C(=O)([O-])[O-].[Cs+].[Cs+].Cl[C:47]1[CH:52]=[C:51]([S:53][CH3:54])[N:50]=[C:49]([S:55][CH2:56][C:57]2[CH:62]=[CH:61][CH:60]=[C:59]([F:63])[C:58]=2[F:64])[N:48]=1.[Cl-].[NH4+], predict the reaction product. The product is: [F:64][C:58]1[C:59]([F:63])=[CH:60][CH:61]=[CH:62][C:57]=1[CH2:56][S:55][C:49]1[N:48]=[C:47]([NH:5][S:2]([CH3:1])(=[O:4])=[O:3])[CH:52]=[C:51]([S:53][CH3:54])[N:50]=1. (3) Given the reactants [OH:1][CH2:2][CH2:3][CH2:4][CH2:5][N:6]1[CH2:11][CH2:10][CH:9]([C:12]2[CH:13]=[C:14]([NH:18][C:19](=[O:23])[CH:20]([CH3:22])[CH3:21])[CH:15]=[CH:16][CH:17]=2)[CH2:8][CH2:7]1.[Cl:24][C:25]1[CH:30]=[CH:29][CH:28]=[C:27]([F:31])[C:26]=1[C:32]1[C:36]([C:37](Cl)=[O:38])=[C:35]([CH3:40])[O:34][N:33]=1, predict the reaction product. The product is: [Cl:24][C:25]1[CH:30]=[CH:29][CH:28]=[C:27]([F:31])[C:26]=1[C:32]1[C:36]([C:37]([O:1][CH2:2][CH2:3][CH2:4][CH2:5][N:6]2[CH2:7][CH2:8][CH:9]([C:12]3[CH:17]=[CH:16][CH:15]=[C:14]([NH:18][C:19](=[O:23])[CH:20]([CH3:21])[CH3:22])[CH:13]=3)[CH2:10][CH2:11]2)=[O:38])=[C:35]([CH3:40])[O:34][N:33]=1.